This data is from Forward reaction prediction with 1.9M reactions from USPTO patents (1976-2016). The task is: Predict the product of the given reaction. (1) Given the reactants [Br:1][C:2]1[CH:9]=[CH:8][C:7]([Cl:10])=[CH:6][C:3]=1[C:4]#[N:5].[CH3:11][CH2:12][Mg+].[Br-].B(F)(F)F.CCOCC, predict the reaction product. The product is: [Br:1][C:2]1[CH:9]=[CH:8][C:7]([Cl:10])=[CH:6][C:3]=1[C:4]1([NH2:5])[CH2:12][CH2:11]1. (2) Given the reactants [CH3:1][O:2][C:3]1[CH:40]=[CH:39][C:6]([CH2:7][N:8]([CH2:30][C:31]2[CH:36]=[CH:35][C:34]([O:37][CH3:38])=[CH:33][CH:32]=2)[C:9]2[N:14]=[CH:13][C:12]([C:15]3[C:16]4[CH2:29][CH2:28][NH:27][C:17]=4[N:18]=[C:19]([N:21]4[CH2:26][CH2:25][O:24][CH2:23][CH2:22]4)[N:20]=3)=[CH:11][N:10]=2)=[CH:5][CH:4]=1.Cl[C:42]1[CH:47]=[CH:46][N:45]=[C:44]([C:48]([N:50]2[CH2:55][CH2:54][N:53]([CH2:56][CH2:57][OH:58])[CH2:52][CH2:51]2)=[O:49])[CH:43]=1, predict the reaction product. The product is: [CH3:38][O:37][C:34]1[CH:33]=[CH:32][C:31]([CH2:30][N:8]([CH2:7][C:6]2[CH:5]=[CH:4][C:3]([O:2][CH3:1])=[CH:40][CH:39]=2)[C:9]2[N:10]=[CH:11][C:12]([C:15]3[C:16]4[CH2:29][CH2:28][N:27]([C:42]5[CH:47]=[CH:46][N:45]=[C:44]([C:48]([N:50]6[CH2:51][CH2:52][N:53]([CH2:56][CH2:57][OH:58])[CH2:54][CH2:55]6)=[O:49])[CH:43]=5)[C:17]=4[N:18]=[C:19]([N:21]4[CH2:26][CH2:25][O:24][CH2:23][CH2:22]4)[N:20]=3)=[CH:13][N:14]=2)=[CH:36][CH:35]=1. (3) Given the reactants [Cl:1][C:2]1[C:11]2[C:6](=[CH:7][CH:8]=[C:9]([CH2:12][OH:13])[CH:10]=2)[N:5]=[CH:4][CH:3]=1.[H-].[Na+].I[CH3:17], predict the reaction product. The product is: [Cl:1][C:2]1[C:11]2[C:6](=[CH:7][CH:8]=[C:9]([CH2:12][O:13][CH3:17])[CH:10]=2)[N:5]=[CH:4][CH:3]=1. (4) Given the reactants [F:1][C:2]1[CH:35]=[CH:34][C:5]([CH2:6][N:7]2[C:12](=[O:13])[C:11]([C:14]3[N:19]([CH3:20])[C:18]4[CH:21]=[CH:22][C:23](I)=[CH:24][C:17]=4[S:16](=[O:27])(=[O:26])[N:15]=3)=[C:10]([OH:28])[C:9]([C:29]3[S:30][CH:31]=[CH:32][CH:33]=3)=[N:8]2)=[CH:4][CH:3]=1.[CH3:36][S:37]([NH2:40])(=[O:39])=[O:38].N(CC(O)=O)C.[O-]P([O-])([O-])=O.[K+].[K+].[K+], predict the reaction product. The product is: [F:1][C:2]1[CH:35]=[CH:34][C:5]([CH2:6][N:7]2[C:12](=[O:13])[C:11]([C:14]3[N:19]([CH3:20])[C:18]4[CH:21]=[CH:22][C:23]([NH:40][S:37]([CH3:36])(=[O:39])=[O:38])=[CH:24][C:17]=4[S:16](=[O:27])(=[O:26])[N:15]=3)=[C:10]([OH:28])[C:9]([C:29]3[S:30][CH:31]=[CH:32][CH:33]=3)=[N:8]2)=[CH:4][CH:3]=1. (5) Given the reactants [Br:1][C:2]1[CH:22]=[CH:21][C:5]([C:6]([N:8]([CH2:18][CH2:19][OH:20])[CH2:9][C:10]2[CH:15]=[CH:14][C:13]([O:16][CH3:17])=[CH:12][CH:11]=2)=[O:7])=[C:4](F)[CH:3]=1.[H-].[Na+].CCOC(C)=O.[NH4+].[Cl-], predict the reaction product. The product is: [Br:1][C:2]1[CH:22]=[CH:21][C:5]2[C:6](=[O:7])[N:8]([CH2:9][C:10]3[CH:15]=[CH:14][C:13]([O:16][CH3:17])=[CH:12][CH:11]=3)[CH2:18][CH2:19][O:20][C:4]=2[CH:3]=1.